From a dataset of Full USPTO retrosynthesis dataset with 1.9M reactions from patents (1976-2016). Predict the reactants needed to synthesize the given product. Given the product [CH3:1][O:2][C:3](=[O:31])[C:4]1[CH:9]=[CH:8][C:7]([C:10]([CH2:28][CH3:29])([C:13]2[CH:18]=[CH:17][C:16]([C:37]#[C:36][Si:33]([CH3:35])([CH3:34])[CH3:32])=[C:15]([CH3:27])[CH:14]=2)[CH2:11][CH3:12])=[CH:6][C:5]=1[CH3:30], predict the reactants needed to synthesize it. The reactants are: [CH3:1][O:2][C:3](=[O:31])[C:4]1[CH:9]=[CH:8][C:7]([C:10]([CH2:28][CH3:29])([C:13]2[CH:18]=[CH:17][C:16](OS(C(F)(F)F)(=O)=O)=[C:15]([CH3:27])[CH:14]=2)[CH2:11][CH3:12])=[CH:6][C:5]=1[CH3:30].[CH3:32][Si:33]([C:36]#[CH:37])([CH3:35])[CH3:34].C(N(CC)CC)C.